Dataset: Full USPTO retrosynthesis dataset with 1.9M reactions from patents (1976-2016). Task: Predict the reactants needed to synthesize the given product. Given the product [Cl:20][CH:21]=[CH:22][CH2:23][NH:19][C@@H:17]([C:7]1[C:16]2[C:11](=[CH:12][CH:13]=[CH:14][CH:15]=2)[CH:10]=[CH:9][CH:8]=1)[CH3:18], predict the reactants needed to synthesize it. The reactants are: C(=O)([O-])[O-].[K+].[K+].[C:7]1([C@H:17]([NH2:19])[CH3:18])[C:16]2[C:11](=[CH:12][CH:13]=[CH:14][CH:15]=2)[CH:10]=[CH:9][CH:8]=1.[Cl:20]/[CH:21]=[CH:22]/[CH2:23]Cl.Cl.